From a dataset of Reaction yield outcomes from USPTO patents with 853,638 reactions. Predict the reaction yield, written as a fraction of the theoretical maximum amount of product (1.0 means a 100% yield; for example, 0.34 means a 34% yield). (1) The reactants are [CH2:1]([N:8]1[CH:12]=[C:11]([CH:13]([CH:15]2[CH2:20][CH2:19][CH2:18][CH2:17][CH2:16]2)O)[C:10]([CH3:21])=[N:9]1)[C:2]1[CH:7]=[CH:6][CH:5]=[CH:4][CH:3]=1.[NH2:22][C:23]1[CH:28]=[CH:27][C:26]([C:29]([NH:31][CH2:32][CH2:33][C:34]([O:36]CC)=[O:35])=[O:30])=[CH:25][CH:24]=1. No catalyst specified. The product is [CH2:1]([N:8]1[CH:12]=[C:11]([CH:13]([NH:22][C:23]2[CH:24]=[CH:25][C:26]([C:29]([NH:31][CH2:32][CH2:33][C:34]([OH:36])=[O:35])=[O:30])=[CH:27][CH:28]=2)[CH:15]2[CH2:20][CH2:19][CH2:18][CH2:17][CH2:16]2)[C:10]([CH3:21])=[N:9]1)[C:2]1[CH:7]=[CH:6][CH:5]=[CH:4][CH:3]=1. The yield is 0.0400. (2) The reactants are [CH2:1]([N:3]1[CH2:8][CH2:7][N:6]([C:9]([C@:11]23[CH2:37][CH2:36][C@@H:35]([C:38]4([CH3:41])[CH2:40][CH2:39]4)[C@@H:12]2[C@@H:13]2[C@@:26]([CH3:29])([CH2:27][CH2:28]3)[C@@:25]3([CH3:30])[C@@H:16]([C@:17]4([CH3:34])[C@@H:22]([CH2:23][CH2:24]3)[C:21]([CH3:32])([CH3:31])[C@@H:20]([OH:33])[CH2:19][CH2:18]4)[CH2:15][CH2:14]2)=[O:10])[CH2:5][CH2:4]1)[CH3:2].[CH3:42][C:43]1([CH3:50])[CH2:48][C:47](=[O:49])[O:46][C:44]1=[O:45]. The catalyst is C1(C)C=CC=CC=1.CN(C1C=CN=CC=1)C.ClCCl. The product is [CH2:1]([N:3]1[CH2:4][CH2:5][N:6]([C:9]([C@:11]23[CH2:37][CH2:36][C@@H:35]([C:38]4([CH3:41])[CH2:39][CH2:40]4)[C@@H:12]2[C@@H:13]2[C@@:26]([CH3:29])([CH2:27][CH2:28]3)[C@@:25]3([CH3:30])[C@@H:16]([C@:17]4([CH3:34])[C@@H:22]([CH2:23][CH2:24]3)[C:21]([CH3:31])([CH3:32])[C@@H:20]([O:33][C:47](=[O:49])[CH2:48][C:43]([CH3:50])([CH3:42])[C:44]([OH:46])=[O:45])[CH2:19][CH2:18]4)[CH2:15][CH2:14]2)=[O:10])[CH2:7][CH2:8]1)[CH3:2]. The yield is 0.349.